The task is: Predict the reactants needed to synthesize the given product.. This data is from Full USPTO retrosynthesis dataset with 1.9M reactions from patents (1976-2016). (1) Given the product [N:14]1([C:2]2[CH:9]=[CH:8][CH:7]=[C:6]([C:10]([F:13])([F:12])[F:11])[C:3]=2[C:4]#[N:5])[CH2:19][CH2:18][NH:17][CH2:16][CH2:15]1, predict the reactants needed to synthesize it. The reactants are: F[C:2]1[CH:9]=[CH:8][CH:7]=[C:6]([C:10]([F:13])([F:12])[F:11])[C:3]=1[C:4]#[N:5].[NH:14]1[CH2:19][CH2:18][NH:17][CH2:16][CH2:15]1. (2) Given the product [Cl:25][C:26]1[C:34]([Cl:35])=[CH:33][CH:32]=[CH:31][C:27]=1[C:28]([N:12]1[CH2:13][CH2:14][N:9]([C:3]2[CH:4]=[CH:5][C:6]([F:8])=[CH:7][C:2]=2[F:1])[C:10](=[O:15])[CH2:11]1)=[O:29], predict the reactants needed to synthesize it. The reactants are: [F:1][C:2]1[CH:7]=[C:6]([F:8])[CH:5]=[CH:4][C:3]=1[N:9]1[CH2:14][CH2:13][NH:12][CH2:11][C:10]1=[O:15].C(N(C(C)C)C(C)C)C.[Cl:25][C:26]1[C:34]([Cl:35])=[CH:33][CH:32]=[CH:31][C:27]=1[C:28](Cl)=[O:29].C(O)(=O)CC(CC(O)=O)(C(O)=O)O. (3) Given the product [F:18][C:15]1[CH:16]=[CH:17][C:12]([CH:8]([C:5]2[CH:4]=[CH:3][C:2]([F:1])=[CH:7][CH:6]=2)[C:9]([NH:19][CH2:20][CH2:21][CH2:22][N:23]2[CH2:28][CH2:27][CH:26]([C:29]3[CH:30]=[C:31]([NH:36][C:37](=[O:41])[CH:38]([CH3:39])[CH3:40])[CH:32]=[CH:33][C:34]=3[F:35])[CH2:25][CH2:24]2)=[O:11])=[CH:13][CH:14]=1, predict the reactants needed to synthesize it. The reactants are: [F:1][C:2]1[CH:7]=[CH:6][C:5]([CH:8]([C:12]2[CH:17]=[CH:16][C:15]([F:18])=[CH:14][CH:13]=2)[C:9]([OH:11])=O)=[CH:4][CH:3]=1.[NH2:19][CH2:20][CH2:21][CH2:22][N:23]1[CH2:28][CH2:27][CH:26]([C:29]2[CH:30]=[C:31]([NH:36][C:37](=[O:41])[CH:38]([CH3:40])[CH3:39])[CH:32]=[CH:33][C:34]=2[F:35])[CH2:25][CH2:24]1.